This data is from Forward reaction prediction with 1.9M reactions from USPTO patents (1976-2016). The task is: Predict the product of the given reaction. (1) Given the reactants [H-].[Al+3].[Li+].[H-].[H-].[H-].[NH2:7][C:8]1([CH:16]2[CH2:21][CH2:20][CH2:19][CH2:18][CH2:17]2)[CH2:13][N:12]([CH3:14])[C:11](=O)[CH2:10][CH2:9]1.O.[OH-].[Na+], predict the reaction product. The product is: [CH:16]1([C:8]2([NH2:7])[CH2:9][CH2:10][CH2:11][N:12]([CH3:14])[CH2:13]2)[CH2:17][CH2:18][CH2:19][CH2:20][CH2:21]1. (2) Given the reactants [Cl:1][C:2]1[CH:7]=[C:6]([Cl:8])[CH:5]=[CH:4][C:3]=1[C:9]1[C:10]2[CH:11]3[CH2:22][CH2:21][N:20]([C:23]([O:25][C:26]([CH3:29])([CH3:28])[CH3:27])=[O:24])[CH2:19][CH2:18][CH:12]3[NH:13][C:14]=2[CH:15]=[CH:16][CH:17]=1.[C:30]1([O:36][CH2:37][CH2:38]Br)[CH:35]=[CH:34][CH:33]=[CH:32][CH:31]=1.C([O-])(O)=O.[Na+], predict the reaction product. The product is: [Cl:1][C:2]1[CH:7]=[C:6]([Cl:8])[CH:5]=[CH:4][C:3]=1[C:9]1[C:10]2[CH:11]3[CH2:22][CH2:21][N:20]([C:23]([O:25][C:26]([CH3:29])([CH3:28])[CH3:27])=[O:24])[CH2:19][CH2:18][CH:12]3[N:13]([CH2:38][CH2:37][O:36][C:30]3[CH:35]=[CH:34][CH:33]=[CH:32][CH:31]=3)[C:14]=2[CH:15]=[CH:16][CH:17]=1. (3) Given the reactants [F:1][C:2]1[CH:3]=[C:4]([CH:6]=[CH:7][CH:8]=1)[NH2:5].C([O-])(O)=O.[Na+].[CH3:14][O:15][C:16](Cl)=[O:17].[Br:19]N1C(=O)CCC1=O.FC(F)(F)S(O)(=O)=O, predict the reaction product. The product is: [CH3:14][O:15][C:16](=[O:17])[NH:5][C:4]1[CH:6]=[CH:7][C:8]([Br:19])=[C:2]([F:1])[CH:3]=1. (4) Given the reactants [N:1]1([C:7]2[C:15]3[O:14][C:13](=[O:16])[NH:12][C:11]=3[CH:10]=[CH:9][CH:8]=2)[CH2:6][CH2:5][NH:4][CH2:3][CH2:2]1.Br[CH2:18][C:19]1[CH:20]=[C:21]([C:25]2[CH:30]=[CH:29][CH:28]=[CH:27][CH:26]=2)[CH:22]=[CH:23][CH:24]=1.[I-].[K+].C(N(CC)C(C)C)(C)C, predict the reaction product. The product is: [C:25]1([C:21]2[CH:20]=[C:19]([CH:24]=[CH:23][CH:22]=2)[CH2:18][N:12]2[C:11]3[CH:10]=[CH:9][CH:8]=[C:7]([N:1]4[CH2:6][CH2:5][NH:4][CH2:3][CH2:2]4)[C:15]=3[O:14][C:13]2=[O:16])[CH:26]=[CH:27][CH:28]=[CH:29][CH:30]=1. (5) Given the reactants [NH2:1][C:2]1[CH:10]=[C:6]([C:7]([OH:9])=[O:8])[C:5]([OH:11])=[CH:4][CH:3]=1.[N+:12]([C:15]1[CH:23]=[CH:22][C:18]([C:19](Cl)=[O:20])=[CH:17][CH:16]=1)([O-:14])=[O:13], predict the reaction product. The product is: [N+:12]([C:15]1[CH:16]=[CH:17][C:18]([C:19]([NH:1][C:2]2[CH:10]=[C:6]([C:7]([OH:9])=[O:8])[C:5]([OH:11])=[CH:4][CH:3]=2)=[O:20])=[CH:22][CH:23]=1)([O-:14])=[O:13]. (6) Given the reactants [N+:1]([C:4]1[CH:13]=[C:12]2[C:7]([C:8]([OH:14])=[N:9][CH:10]=[N:11]2)=[CH:6][CH:5]=1)([O-])=O, predict the reaction product. The product is: [NH2:1][C:4]1[CH:13]=[C:12]2[C:7]([C:8]([OH:14])=[N:9][CH:10]=[N:11]2)=[CH:6][CH:5]=1. (7) Given the reactants [CH2:1]([C:8]1[C:13](=[O:14])[N:12]2[CH2:15][CH2:16][CH2:17][CH2:18][C:11]2=[N:10][C:9]=1[CH:19](OC)[O:20]C)[C:2]1[CH:7]=[CH:6][CH:5]=[CH:4][CH:3]=1, predict the reaction product. The product is: [CH2:1]([C:8]1[C:13](=[O:14])[N:12]2[CH2:15][CH2:16][CH2:17][CH2:18][C:11]2=[N:10][C:9]=1[CH:19]=[O:20])[C:2]1[CH:7]=[CH:6][CH:5]=[CH:4][CH:3]=1.